This data is from Catalyst prediction with 721,799 reactions and 888 catalyst types from USPTO. The task is: Predict which catalyst facilitates the given reaction. (1) Reactant: [F:1][C:2]([F:23])([F:22])[C:3]1[CH:4]=[C:5]([NH:9][C:10]2[NH:11][C:12]([C:15]3[CH:20]=[CH:19][C:18]([OH:21])=[CH:17][CH:16]=3)=[N:13][N:14]=2)[CH:6]=[CH:7][CH:8]=1.C([O-])([O-])=O.[Cs+].[Cs+].[NH2:30][C:31]1[CH:36]=[C:35](Cl)[N:34]=[CH:33][N:32]=1.CO. Product: [F:23][C:2]([F:22])([F:1])[C:3]1[CH:4]=[C:5]([NH:9][C:10]2[NH:11][C:12]([C:15]3[CH:20]=[CH:19][C:18]([O:21][C:35]4[N:34]=[CH:33][N:32]=[C:31]([NH2:30])[CH:36]=4)=[CH:17][CH:16]=3)=[N:13][N:14]=2)[CH:6]=[CH:7][CH:8]=1. The catalyst class is: 12. (2) Reactant: C(=O)([O-])[O-].[K+].[K+].CI.[Br:9][C:10]1[CH:18]=[CH:17][C:13]([C:14](O)=[O:15])=[C:12]([Cl:19])[CH:11]=1.[H-].C([Al+]CC(C)C)C(C)C. The catalyst class is: 35. Product: [Br:9][C:10]1[CH:18]=[CH:17][C:13]([CH2:14][OH:15])=[C:12]([Cl:19])[CH:11]=1. (3) Reactant: [CH2:1]1[C:10]2[C:5](=[CH:6][CH:7]=[CH:8][CH:9]=2)[CH2:4][NH:3][NH:2]1.[C:11](O[C:11]([O:13][C:14]([CH3:17])([CH3:16])[CH3:15])=[O:12])([O:13][C:14]([CH3:17])([CH3:16])[CH3:15])=[O:12].C(N(CC)CC)C. Product: [C:14]([O:13][C:11]([N:2]1[NH:3][CH2:4][C:5]2[C:10](=[CH:9][CH:8]=[CH:7][CH:6]=2)[CH2:1]1)=[O:12])([CH3:17])([CH3:16])[CH3:15]. The catalyst class is: 789. (4) Reactant: [P:1]([O:19][C:20]1[C:29]2[C:24](=[CH:25][C:26]3[O:32][CH2:31][O:30][C:27]=3[CH:28]=2)[N:23]=[C:22]([C:33]2[C:42]3[C:37](=[CH:38][CH:39]=[CH:40][CH:41]=3)[CH:36]=[CH:35][CH:34]=2)[CH:21]=1)([O:11]CC1C=CC=CC=1)([O:3]CC1C=CC=CC=1)=[O:2]. Product: [P:1]([OH:3])([OH:11])([O:19][C:20]1[C:29]2[C:24](=[CH:25][C:26]3[O:32][CH2:31][O:30][C:27]=3[CH:28]=2)[N:23]=[C:22]([C:33]2[C:42]3[C:37](=[CH:38][CH:39]=[CH:40][CH:41]=3)[CH:36]=[CH:35][CH:34]=2)[CH:21]=1)=[O:2]. The catalyst class is: 19. (5) Reactant: [F:1][C:2]1[C:3]([OH:13])=[C:4]([C:9](=[O:12])[CH2:10][CH3:11])[CH:5]=[CH:6][C:7]=1[F:8].[C:14](=O)([O-])[O-].[K+].[K+].CI. Product: [F:1][C:2]1[C:3]([O:13][CH3:14])=[C:4]([C:9](=[O:12])[CH2:10][CH3:11])[CH:5]=[CH:6][C:7]=1[F:8]. The catalyst class is: 21. (6) Reactant: C(OCC)(=O)C.[ClH:7].[C:8]1([C@H:14]([CH3:26])[C:15]([NH:17][NH:18]C(OC(C)(C)C)=O)=[O:16])[CH:13]=[CH:12][CH:11]=[CH:10][CH:9]=1.C(OCC)C. Product: [ClH:7].[C:8]1([C@H:14]([CH3:26])[C:15]([NH:17][NH2:18])=[O:16])[CH:13]=[CH:12][CH:11]=[CH:10][CH:9]=1. The catalyst class is: 13. (7) Reactant: [CH3:1][S:2](Cl)(=[O:4])=[O:3].[NH2:6][C:7]1[CH:37]=[CH:36][C:10]2[N:11]=[C:12]([NH:14][C:15]3[CH:20]=[C:19]([CH2:21][C:22]4[CH:27]=[CH:26][CH:25]=[CH:24][CH:23]=4)[N:18]=[C:17]([NH:28][C@H:29]4[CH2:34][CH2:33][C@H:32]([OH:35])[CH2:31][CH2:30]4)[N:16]=3)[S:13][C:9]=2[CH:8]=1.C(N(C(C)C)C(C)C)C. The catalyst class is: 7. Product: [OH:35][C@H:32]1[CH2:33][CH2:34][C@H:29]([NH:28][C:17]2[N:16]=[C:15]([NH:14][C:12]3[S:13][C:9]4[CH:8]=[C:7]([NH:6][S:2]([CH3:1])(=[O:4])=[O:3])[CH:37]=[CH:36][C:10]=4[N:11]=3)[CH:20]=[C:19]([CH2:21][C:22]3[CH:23]=[CH:24][CH:25]=[CH:26][CH:27]=3)[N:18]=2)[CH2:30][CH2:31]1.